This data is from Catalyst prediction with 721,799 reactions and 888 catalyst types from USPTO. The task is: Predict which catalyst facilitates the given reaction. Reactant: [C:1]([O:5][C:6]([NH:8][C:9]1[CH:14]=[CH:13][CH:12]=[CH:11][C:10]=1[NH:15][C:16](=[O:34])[C:17]1[CH:22]=[CH:21][C:20]([C:23]2[C:24]3[S:33][CH:32]=[CH:31][C:25]=3[N:26]=[C:27](SC)[N:28]=2)=[CH:19][CH:18]=1)=[O:7])([CH3:4])([CH3:3])[CH3:2].Cl[C:36]1C=CC=C(C(OO)=O)C=1.[S:46](S([O-])=O)([O-:49])(=O)=[O:47].[Na+].[Na+].C(OCC)(=O)C. Product: [C:1]([O:5][C:6]([NH:8][C:9]1[CH:14]=[CH:13][CH:12]=[CH:11][C:10]=1[NH:15][C:16](=[O:34])[C:17]1[CH:22]=[CH:21][C:20]([C:23]2[C:24]3[S:33][CH:32]=[CH:31][C:25]=3[N:26]=[C:27]([S:46]([CH3:36])(=[O:49])=[O:47])[N:28]=2)=[CH:19][CH:18]=1)=[O:7])([CH3:2])([CH3:3])[CH3:4]. The catalyst class is: 3.